From a dataset of Forward reaction prediction with 1.9M reactions from USPTO patents (1976-2016). Predict the product of the given reaction. Given the reactants [CH:1]1([OH:8])[CH2:6][CH2:5][CH:4]([OH:7])[CH2:3][CH2:2]1.N1C=CC=CC=1.[C:15](Cl)(=O)[C:16]1[CH:21]=[CH:20][CH:19]=[CH:18][CH:17]=1, predict the reaction product. The product is: [CH2:15]([O:7][CH:4]1[CH2:5][CH2:6][CH:1]([OH:8])[CH2:2][CH2:3]1)[C:16]1[CH:21]=[CH:20][CH:19]=[CH:18][CH:17]=1.